This data is from Full USPTO retrosynthesis dataset with 1.9M reactions from patents (1976-2016). The task is: Predict the reactants needed to synthesize the given product. (1) Given the product [CH3:7][CH2:6][CH2:5][CH:4]([NH:8][C:9]([C:11]1[CH:12]=[CH:13][C:14]2[O:18][C:17]([S:19][CH3:22])=[N:16][C:15]=2[CH:20]=1)=[O:10])[CH2:3][CH2:2][CH3:1], predict the reactants needed to synthesize it. The reactants are: [CH3:1][CH2:2][CH2:3][CH:4]([NH:8][C:9]([C:11]1[CH:12]=[CH:13][C:14]2[O:18][C:17]([SH:19])=[N:16][C:15]=2[CH:20]=1)=[O:10])[CH2:5][CH2:6][CH3:7].N[C:22]1C=C(C=CC=1O)C(NC(CCC)CCC)=O. (2) Given the product [CH3:10][O:11][C:12](=[O:13])[CH:14]=[CH:6][C:5]1[CH:4]=[N:3][C:2]([Cl:1])=[CH:9][CH:8]=1, predict the reactants needed to synthesize it. The reactants are: [Cl:1][C:2]1[CH:9]=[CH:8][C:5]([CH:6]=O)=[CH:4][N:3]=1.[CH3:10][O:11][C:12]([CH:14]=P(C1C=CC=CC=1)(C1C=CC=CC=1)C1C=CC=CC=1)=[O:13].O. (3) Given the product [C:2]([C:7]1[O:11][C:10]([CH2:12][N:13]2[CH:17]=[C:16]([NH:18][C:31](=[O:32])/[CH:30]=[CH:29]/[C:22]3[CH:23]=[CH:24][CH:25]=[C:26]([O:27][CH3:28])[C:21]=3[O:20][CH3:19])[CH:15]=[N:14]2)=[CH:9][CH:8]=1)(=[O:6])[CH3:1], predict the reactants needed to synthesize it. The reactants are: [CH3:1][C:2]1([C:7]2[O:11][C:10]([CH2:12][N:13]3[CH:17]=[C:16]([NH2:18])[CH:15]=[N:14]3)=[CH:9][CH:8]=2)[O:6]CCO1.[CH3:19][O:20][C:21]1[C:26]([O:27][CH3:28])=[CH:25][CH:24]=[CH:23][C:22]=1/[CH:29]=[CH:30]/[C:31](O)=[O:32]. (4) The reactants are: C(OC([N:11]1[CH2:15][C@@H:14]([F:16])[C@@H:13]([C:17](=[O:40])[NH:18][C:19]2[CH:24]=[C:23]([C:25]3[CH:30]=[N:29][CH:28]=[C:27]([NH:31][CH2:32][CH:33]4[CH2:38][CH2:37][O:36][CH2:35][CH2:34]4)[N:26]=3)[C:22]([Cl:39])=[CH:21][N:20]=2)[CH2:12]1)=O)C1C=CC=CC=1. Given the product [Cl:39][C:22]1[C:23]([C:25]2[CH:30]=[N:29][CH:28]=[C:27]([NH:31][CH2:32][CH:33]3[CH2:34][CH2:35][O:36][CH2:37][CH2:38]3)[N:26]=2)=[CH:24][C:19]([NH:18][C:17]([C@@H:13]2[C@H:14]([F:16])[CH2:15][NH:11][CH2:12]2)=[O:40])=[N:20][CH:21]=1, predict the reactants needed to synthesize it. (5) Given the product [CH2:1]([O:8][C:9]([C:11]1[CH:12]=[C:13]2[CH:19]=[CH:18][NH:17][C:14]2=[N:15][CH:16]=1)=[O:10])[C:2]1[CH:3]=[CH:4][CH:5]=[CH:6][CH:7]=1, predict the reactants needed to synthesize it. The reactants are: [CH2:1]([O:8][C:9]([C:11]1[CH:12]=[C:13]2[CH:19]=[CH:18][N:17]([Si](C(C)C)(C(C)C)C(C)C)[C:14]2=[N:15][CH:16]=1)=[O:10])[C:2]1[CH:7]=[CH:6][CH:5]=[CH:4][CH:3]=1.O1CCCC1.[F-].C([N+](CCCC)(CCCC)CCCC)CCC. (6) The reactants are: [C:1]([C:3]1[CH:27]=[CH:26][C:6]([O:7][C:8]2[CH:9]=[C:10]([CH:14]=[C:15]([O:17][C:18]3[CH:23]=[CH:22][C:21]([C:24]#[N:25])=[CH:20][CH:19]=3)[CH:16]=2)[C:11]([OH:13])=O)=[CH:5][CH:4]=1)#[N:2].[NH2:28][CH:29]1[CH2:34][CH2:33][CH:32]([OH:35])[CH2:31][CH2:30]1. Given the product [C:24]([C:21]1[CH:22]=[CH:23][C:18]([O:17][C:15]2[CH:14]=[C:10]([CH:9]=[C:8]([O:7][C:6]3[CH:5]=[CH:4][C:3]([C:1]#[N:2])=[CH:27][CH:26]=3)[CH:16]=2)[C:11]([NH:28][CH:29]2[CH2:34][CH2:33][CH:32]([OH:35])[CH2:31][CH2:30]2)=[O:13])=[CH:19][CH:20]=1)#[N:25], predict the reactants needed to synthesize it. (7) The reactants are: [C:1]([NH:3][C:4]([C:6]1[S:7][CH:8]=[CH:9][C:10]=1[Cl:11])=[O:5])#[N:2].[N:12]#CN.Cl[C:16]1[CH:20]=[CH:19]S[C:17]=1[C:21]([Cl:23])=O.Cl.C(O[CH2:28][CH3:29])C. Given the product [Cl:23][C:21]1[CH:29]=[CH:28][C:20]([CH:19]=[N:2][C:1]2[N:3]=[C:4]([C:6]3[S:7][CH:8]=[CH:9][C:10]=3[Cl:11])[O:5][N:12]=2)=[CH:16][CH:17]=1, predict the reactants needed to synthesize it.